This data is from Peptide-MHC class II binding affinity with 134,281 pairs from IEDB. The task is: Regression. Given a peptide amino acid sequence and an MHC pseudo amino acid sequence, predict their binding affinity value. This is MHC class II binding data. (1) The binding affinity (normalized) is 0.465. The MHC is DRB1_1101 with pseudo-sequence DRB1_1101. The peptide sequence is PNITATYGDKWLDAK. (2) The peptide sequence is VSKAPQLVPKLDEVY. The MHC is HLA-DPA10201-DPB10501 with pseudo-sequence HLA-DPA10201-DPB10501. The binding affinity (normalized) is 0.107. (3) The peptide sequence is GELQIVDKIDIAFKI. The MHC is DRB1_1101 with pseudo-sequence DRB1_1101. The binding affinity (normalized) is 0.449. (4) The binding affinity (normalized) is 0.0737. The peptide sequence is IIAGTPEVHAVKPGA. The MHC is HLA-DQA10101-DQB10501 with pseudo-sequence HLA-DQA10101-DQB10501. (5) The peptide sequence is AAPANPGLIIGA. The MHC is HLA-DQA10501-DQB10301 with pseudo-sequence HLA-DQA10501-DQB10301. The binding affinity (normalized) is 0.465. (6) The binding affinity (normalized) is 0.348. The MHC is DRB1_0405 with pseudo-sequence DRB1_0405. The peptide sequence is EICEVVLAKSPDTTC. (7) The peptide sequence is KSKFNILSSPLFNNF. The MHC is DRB1_0802 with pseudo-sequence DRB1_0802. The binding affinity (normalized) is 0.536. (8) The peptide sequence is ATAANAAPANDKFTV. The MHC is DRB3_0202 with pseudo-sequence DRB3_0202. The binding affinity (normalized) is 0.650.